From a dataset of NCI-60 drug combinations with 297,098 pairs across 59 cell lines. Regression. Given two drug SMILES strings and cell line genomic features, predict the synergy score measuring deviation from expected non-interaction effect. (1) Drug 1: CCCCCOC(=O)NC1=NC(=O)N(C=C1F)C2C(C(C(O2)C)O)O. Drug 2: CC(C)CN1C=NC2=C1C3=CC=CC=C3N=C2N. Cell line: MCF7. Synergy scores: CSS=-6.07, Synergy_ZIP=2.88, Synergy_Bliss=-2.37, Synergy_Loewe=-5.18, Synergy_HSA=-6.33. (2) Drug 1: C1C(C(OC1N2C=C(C(=O)NC2=O)F)CO)O. Drug 2: C1C(C(OC1N2C=NC3=C(N=C(N=C32)Cl)N)CO)O. Cell line: MCF7. Synergy scores: CSS=12.7, Synergy_ZIP=-1.48, Synergy_Bliss=-1.70, Synergy_Loewe=-0.452, Synergy_HSA=0.247.